The task is: Predict the reactants needed to synthesize the given product.. This data is from Full USPTO retrosynthesis dataset with 1.9M reactions from patents (1976-2016). (1) Given the product [C:21]1([CH2:4][CH:2]([NH:3][P:5](=[O:20])([O:13][C:14]2[CH:19]=[CH:18][CH:17]=[CH:16][CH:15]=2)[O:6][C:7]2[CH:12]=[CH:11][CH:10]=[CH:9][CH:8]=2)[CH3:1])[CH:26]=[CH:25][CH:24]=[CH:23][CH:22]=1, predict the reactants needed to synthesize it. The reactants are: [CH3:1][CH:2]1[CH2:4][N:3]1[P:5](=[O:20])([O:13][C:14]1[CH:19]=[CH:18][CH:17]=[CH:16][CH:15]=1)[O:6][C:7]1[CH:12]=[CH:11][CH:10]=[CH:9][CH:8]=1.[C:21]1([Mg]Cl)[CH:26]=[CH:25][CH:24]=[CH:23][CH:22]=1. (2) Given the product [Cl:1][C:2]1[N:3]=[CH:4][C:5]([C:23]2[CH:31]=[C:30]3[C:26]([CH:27]=[N:28][NH:29]3)=[C:25]([NH:41][C:42]([C:44]3[CH:49]=[CH:48][CH:47]=[C:46]([CH2:50][N:52]4[CH2:57][CH2:56][O:55][CH2:54][CH2:53]4)[N:45]=3)=[O:43])[CH:24]=2)=[CH:6][C:7]=1[NH:8][S:19]([CH3:22])(=[O:20])=[O:21], predict the reactants needed to synthesize it. The reactants are: [Cl:1][C:2]1[C:7]([N:8]([S:19]([CH3:22])(=[O:21])=[O:20])C(C2C=CC=C(CCl)N=2)=O)=[CH:6][C:5]([C:23]2[CH:31]=[C:30]3[C:26]([CH:27]=[N:28][N:29]3S(C3C=CC=CC=3)(=O)=O)=[C:25]([NH:41][C:42]([C:44]3[CH:49]=[CH:48][CH:47]=[C:46]([CH2:50]Cl)[N:45]=3)=[O:43])[CH:24]=2)=[CH:4][N:3]=1.[NH:52]1[CH2:57][CH2:56][O:55][CH2:54][CH2:53]1. (3) Given the product [CH2:31]([NH:38][C:18]1[C:19]2[N:20]([CH:21]=[CH:22][C:23]=2[C:24]2[CH:29]=[CH:28][CH:27]=[CH:26][CH:25]=2)[C:15]([C:13]2[CH:14]=[C:9]([S:6]([NH:5][C:1]([CH3:4])([CH3:3])[CH3:2])(=[O:8])=[O:7])[CH:10]=[N:11][CH:12]=2)=[N:16][N:17]=1)[C:32]1[CH:37]=[CH:36][CH:35]=[CH:34][CH:33]=1, predict the reactants needed to synthesize it. The reactants are: [C:1]([NH:5][S:6]([C:9]1[CH:10]=[N:11][CH:12]=[C:13]([C:15]2[N:20]3[CH:21]=[CH:22][C:23]([C:24]4[CH:29]=[CH:28][CH:27]=[CH:26][CH:25]=4)=[C:19]3[C:18](Cl)=[N:17][N:16]=2)[CH:14]=1)(=[O:8])=[O:7])([CH3:4])([CH3:3])[CH3:2].[CH2:31]([NH2:38])[C:32]1[CH:37]=[CH:36][CH:35]=[CH:34][CH:33]=1. (4) Given the product [F:16][C:3]([F:2])([F:15])[CH2:4][O:5][C:6]1[N:11]=[CH:10][C:9]([CH:12]([NH:14][C:22](=[O:23])[O:21][C:17]([CH3:20])([CH3:19])[CH3:18])[CH3:13])=[CH:8][CH:7]=1, predict the reactants needed to synthesize it. The reactants are: Cl.[F:2][C:3]([F:16])([F:15])[CH2:4][O:5][C:6]1[N:11]=[CH:10][C:9]([CH:12]([NH2:14])[CH3:13])=[CH:8][CH:7]=1.[C:17]([O:21][C:22](O[C:22]([O:21][C:17]([CH3:20])([CH3:19])[CH3:18])=[O:23])=[O:23])([CH3:20])([CH3:19])[CH3:18].C(N(CC)CC)C. (5) Given the product [C:55]([O:58][C:59]([N:39]([CH2:40][CH2:41][N:42]([CH3:44])[CH3:43])[CH2:38][C:36]([C@H:33]1[C@@H:24]2[C@@H:25]3[C@@:20]([CH3:48])([CH2:21][CH2:22][C@@:23]2([C:45]([OH:47])=[O:46])[CH2:35][CH2:34]1)[C@@:19]1([CH3:49])[C@@H:28]([C@:29]2([CH3:32])[C@@H:16]([CH2:17][CH2:18]1)[C:15]([CH3:51])([CH3:50])[C:14]([C:11]1[CH:10]=[CH:9][C:8]([C:6]([O:5][C:1]([CH3:4])([CH3:2])[CH3:3])=[O:7])=[CH:13][CH:12]=1)=[CH:31][CH2:30]2)[CH2:27][CH2:26]3)=[CH2:37])=[O:60])([CH3:57])([CH3:56])[CH3:54], predict the reactants needed to synthesize it. The reactants are: [C:1]([O:5][C:6]([C:8]1[CH:13]=[CH:12][C:11]([C:14]2[C:15]([CH3:51])([CH3:50])[C@H:16]3[C@:29]([CH3:32])([CH2:30][CH:31]=2)[C@@H:28]2[C@:19]([CH3:49])([C@@:20]4([CH3:48])[C@H:25]([CH2:26][CH2:27]2)[C@H:24]2[C@H:33]([C:36]([CH2:38][NH:39][CH2:40][CH2:41][N:42]([CH3:44])[CH3:43])=[CH2:37])[CH2:34][CH2:35][C@:23]2([C:45]([OH:47])=[O:46])[CH2:22][CH2:21]4)[CH2:18][CH2:17]3)=[CH:10][CH:9]=1)=[O:7])([CH3:4])([CH3:3])[CH3:2].[OH-].[Na+].[CH3:54][C:55]([O:58][C:59](O[C:59]([O:58][C:55]([CH3:57])([CH3:56])[CH3:54])=[O:60])=[O:60])([CH3:57])[CH3:56].